Dataset: Forward reaction prediction with 1.9M reactions from USPTO patents (1976-2016). Task: Predict the product of the given reaction. (1) Given the reactants [Cl:1][C:2]1[CH:3]=[C:4]([C@H:8]2[CH2:13][CH2:12][S:11][NH:10][C@@H:9]2[C:14]2[CH:19]=[CH:18][C:17]([Cl:20])=[CH:16][CH:15]=2)[CH:5]=[CH:6][CH:7]=1.C(=O)([O-])[O-].[Cs+].[Cs+].I[CH:28]([CH3:30])[CH3:29], predict the reaction product. The product is: [Cl:1][C:2]1[CH:3]=[C:4]([C@H:8]2[CH2:13][CH2:12][S:11][N:10]([CH:28]([CH3:30])[CH3:29])[C@@H:9]2[C:14]2[CH:15]=[CH:16][C:17]([Cl:20])=[CH:18][CH:19]=2)[CH:5]=[CH:6][CH:7]=1. (2) Given the reactants [NH2:1][C:2]1[O:6][N:5]=[C:4]([CH3:7])[C:3]=1[Br:8].[C:9]([C:13]1[S:14][CH:15]=[CH:16][C:17]=1[S:18](Cl)(=[O:20])=[O:19])([O:11][CH3:12])=[O:10], predict the reaction product. The product is: [Br:8][C:3]1[C:4]([CH3:7])=[N:5][O:6][C:2]=1[NH:1][S:18]([C:17]1[CH:16]=[CH:15][S:14][C:13]=1[C:9]([O:11][CH3:12])=[O:10])(=[O:19])=[O:20].